Dataset: Forward reaction prediction with 1.9M reactions from USPTO patents (1976-2016). Task: Predict the product of the given reaction. (1) Given the reactants C(NC(C)C)(C)C.[Li]CCCC.[S:13]1[C:17]2=[CH:18][N:19]=[CH:20][CH:21]=[C:16]2[CH:15]=[CH:14]1.[Br:22][C:23]1[CH:24]=[N:25][C:26]([Cl:29])=[N:27][CH:28]=1.ClC1C(=O)C(C#N)=C(C#N)C(=O)C=1Cl, predict the reaction product. The product is: [Br:22][C:23]1[C:24]([C:14]2[S:13][C:17]3=[CH:18][N:19]=[CH:20][CH:21]=[C:16]3[CH:15]=2)=[N:25][C:26]([Cl:29])=[N:27][CH:28]=1. (2) Given the reactants BrCCCOCCC[CH2:9][C:10]1([CH3:14])[CH2:13][O:12][CH2:11]1.[OH:15][C:16]1[CH:26]=[CH:25][C:19]([C:20]([O:22]CC)=[O:21])=[CH:18][CH:17]=1.[C:27](=[O:30])([O-])[O-].[K+].[K+], predict the reaction product. The product is: [CH3:14][C:10]1([CH2:9][O:30][CH2:27][CH2:18][CH2:17][CH2:16][CH2:26][CH2:25][O:15][C:16]2[CH:17]=[CH:18][C:19]([C:20]([OH:22])=[O:21])=[CH:25][CH:26]=2)[CH2:11][O:12][CH2:13]1. (3) Given the reactants [H-].[Na+].[CH2:3]([OH:6])[CH2:4][OH:5].Cl[C:8]1[C:34]([CH3:35])=[CH:33][C:11]2[N:12]=[C:13]3[C:18]([N:19]([CH2:20][CH2:21][CH2:22][CH2:23][CH2:24][CH2:25][C:26]([O:28]CC)=[O:27])[C:10]=2[CH:9]=1)=[N:17][C:16](=[O:31])[NH:15][C:14]3=[O:32].C(O)(=O)C, predict the reaction product. The product is: [OH:5][CH2:4][CH2:3][O:6][C:8]1[C:34]([CH3:35])=[CH:33][C:11]2[N:12]=[C:13]3[C:18]([N:19]([CH2:20][CH2:21][CH2:22][CH2:23][CH2:24][CH2:25][C:26]([OH:28])=[O:27])[C:10]=2[CH:9]=1)=[N:17][C:16](=[O:31])[NH:15][C:14]3=[O:32]. (4) Given the reactants [I:1][C:2]1[CH:3]=[C:4]2[C:9](=[CH:10][CH:11]=1)[C:8](=[O:12])[NH:7][C:6](=[O:13])/[C:5]/2=[CH:14]\[NH:15][C:16]1[CH:21]=[CH:20][C:19]([N:22]2[CH2:27][CH2:26][NH:25][CH2:24][CH2:23]2)=[CH:18][CH:17]=1.C(O[BH-](OC(=O)C)OC(=O)C)(=O)C.[Na+].[CH3:42][N:43]([CH3:48])[CH2:44][C:45](=O)[CH3:46].C(O)(=O)C.C(=O)(O)[O-].[Na+], predict the reaction product. The product is: [CH3:42][N:43]([CH3:48])[CH2:44][CH:45]([N:25]1[CH2:24][CH2:23][N:22]([C:19]2[CH:18]=[CH:17][C:16]([NH:15]/[CH:14]=[C:5]3\[C:6](=[O:13])[NH:7][C:8](=[O:12])[C:9]4[C:4]\3=[CH:3][C:2]([I:1])=[CH:11][CH:10]=4)=[CH:21][CH:20]=2)[CH2:27][CH2:26]1)[CH3:46]. (5) Given the reactants Cl[C:2]1[N:7]=[C:6]([CH3:8])[N:5]=[C:4]([N:9]([CH2:19][C:20]2[CH:25]=[CH:24][C:23]([O:26][CH3:27])=[CH:22][CH:21]=2)[CH2:10][C:11]2[CH:16]=[CH:15][C:14]([O:17][CH3:18])=[CH:13][CH:12]=2)[N:3]=1.[C:28]([O:32][C:33]([N:35]1[CH2:40][CH2:39][N:38]([CH2:41][C:42]2[CH:43]=[C:44](B(O)O)[C:45]([F:48])=[N:46][CH:47]=2)[CH2:37][CH2:36]1)=[O:34])([CH3:31])([CH3:30])[CH3:29].C([O-])(=O)C.[K+].CC(N)CC1C=CC=CC=1.OP(O)(O)=O.O1CCOCC1.ClC1N=C(C)N=C2C=1N=CN2C1CCCCO1, predict the reaction product. The product is: [CH3:18][O:17][C:14]1[CH:15]=[CH:16][C:11]([CH2:10][N:9]([CH2:19][C:20]2[CH:25]=[CH:24][C:23]([O:26][CH3:27])=[CH:22][CH:21]=2)[C:4]2[N:5]=[C:6]([CH3:8])[N:7]=[C:2]([C:44]3[CH:43]=[C:42]([CH2:41][N:38]4[CH2:39][CH2:40][N:35]([C:33]([O:32][C:28]([CH3:31])([CH3:30])[CH3:29])=[O:34])[CH2:36][CH2:37]4)[CH:47]=[N:46][C:45]=3[F:48])[N:3]=2)=[CH:12][CH:13]=1.